This data is from Reaction yield outcomes from USPTO patents with 853,638 reactions. The task is: Predict the reaction yield, written as a fraction of the theoretical maximum amount of product (1.0 means a 100% yield; for example, 0.34 means a 34% yield). (1) The reactants are [Cl:1][C:2]1[CH:7]=[C:6]([O:8][C:9]2[CH:14]=[CH:13][C:12]([NH2:15])=[CH:11][C:10]=2[F:16])[CH:5]=[CH:4][N:3]=1.[F:17][C:18]1[CH:23]=[CH:22][C:21]([CH2:24][C:25]([N:27]=[C:28]=[S:29])=[O:26])=[CH:20][CH:19]=1. The catalyst is C(Cl)Cl. The product is [Cl:1][C:2]1[CH:7]=[C:6]([O:8][C:9]2[CH:14]=[CH:13][C:12]([NH:15][C:28]([NH:27][C:25](=[O:26])[CH2:24][C:21]3[CH:22]=[CH:23][C:18]([F:17])=[CH:19][CH:20]=3)=[S:29])=[CH:11][C:10]=2[F:16])[CH:5]=[CH:4][N:3]=1. The yield is 0.640. (2) The product is [C:51]([O:50][C:48]([N:46]([CH3:47])[C@@H:44]([CH3:45])[C:43]([NH:42][C@@H:35]([CH:36]1[CH2:41][CH2:40][CH2:39][CH2:38][CH2:37]1)[C:34]([N:12]1[CH2:13][C@@H:14]([NH:16][C:17]([O:19][CH2:20][CH:21]2[C:33]3[CH:32]=[CH:31][CH:30]=[CH:29][C:28]=3[C:27]3[C:22]2=[CH:23][CH:24]=[CH:25][CH:26]=3)=[O:18])[CH2:15][C@H:11]1[C:9]([OH:10])=[O:8])=[O:56])=[O:55])=[O:49])([CH3:54])([CH3:53])[CH3:52]. The reactants are C([O:8][C:9]([C@@H:11]1[CH2:15][C@H:14]([NH:16][C:17]([O:19][CH2:20][CH:21]2[C:33]3[CH:32]=[CH:31][CH:30]=[CH:29][C:28]=3[C:27]3[C:22]2=[CH:23][CH:24]=[CH:25][CH:26]=3)=[O:18])[CH2:13][N:12]1[C:34](=[O:56])[C@@H:35]([NH:42][C:43](=[O:55])[C@@H:44]([N:46]([C:48]([O:50][C:51]([CH3:54])([CH3:53])[CH3:52])=[O:49])[CH3:47])[CH3:45])[CH:36]1[CH2:41][CH2:40][CH2:39][CH2:38][CH2:37]1)=[O:10])C1C=CC=CC=1. The catalyst is CO.[Pd]. The yield is 0.760.